This data is from Reaction yield outcomes from USPTO patents with 853,638 reactions. The task is: Predict the reaction yield, written as a fraction of the theoretical maximum amount of product (1.0 means a 100% yield; for example, 0.34 means a 34% yield). The reactants are [Cl:1][C:2]1[CH:32]=[C:31]([Cl:33])[CH:30]=[CH:29][C:3]=1[CH2:4][CH:5]1[CH2:9][CH2:8][N:7]([C@@H:10]2[CH2:15][CH2:14][C@H:13]([O:16]C(=O)C3C=CC([N+]([O-])=O)=CC=3)[CH2:12][CH2:11]2)[C:6]1=[O:28].C([O-])([O-])=O.[K+].[K+]. The catalyst is CO. The product is [Cl:1][C:2]1[CH:32]=[C:31]([Cl:33])[CH:30]=[CH:29][C:3]=1[CH2:4][CH:5]1[CH2:9][CH2:8][N:7]([C@H:10]2[CH2:11][CH2:12][C@@H:13]([OH:16])[CH2:14][CH2:15]2)[C:6]1=[O:28]. The yield is 0.620.